From a dataset of Reaction yield outcomes from USPTO patents with 853,638 reactions. Predict the reaction yield, written as a fraction of the theoretical maximum amount of product (1.0 means a 100% yield; for example, 0.34 means a 34% yield). (1) The reactants are [CH3:1][C:2]([O:5][C:6]([N:8]1[C@H:12]([C:13]([OH:15])=O)[CH2:11][CH:10]([OH:16])[CH2:9]1)=[O:7])([CH3:4])[CH3:3].CN1CCOCC1.CN(C(ON1N=NC2C=CC=NC1=2)=[N+](C)C)C.F[P-](F)(F)(F)(F)F.Cl.[NH2:49][C@:50]1([C:55]([O:57][CH2:58][CH3:59])=[O:56])[CH2:52][C@H:51]1[CH:53]=[CH2:54]. The catalyst is C(Cl)Cl.[Au]. The product is [C:2]([O:5][C:6]([N:8]1[CH2:9][C@H:10]([OH:16])[CH2:11][C@H:12]1[C:13]([NH:49][C@:50]1([C:55]([O:57][CH2:58][CH3:59])=[O:56])[CH2:52][C@H:51]1[CH:53]=[CH2:54])=[O:15])=[O:7])([CH3:1])([CH3:3])[CH3:4]. The yield is 0.940. (2) The reactants are [NH2:1][CH2:2][C:3]1[CH:4]=[C:5]([C:9]2[CH:14]=[CH:13][CH:12]=[C:11]([CH2:15][CH2:16][CH2:17][C:18]3[N:22]([CH2:23][CH3:24])[C:21](=[O:25])[N:20]([CH2:26][C:27]4[CH:32]=[CH:31][C:30]([C:33]([CH3:36])([CH3:35])[CH3:34])=[CH:29][CH:28]=4)[N:19]=3)[CH:10]=2)[CH:6]=[CH:7][CH:8]=1.[C:37]1([S:43](Cl)(=[O:45])=[O:44])[CH:42]=[CH:41][CH:40]=[CH:39][CH:38]=1. The catalyst is N1C=CC=CC=1. The product is [C:33]([C:30]1[CH:31]=[CH:32][C:27]([CH2:26][N:20]2[C:21](=[O:25])[N:22]([CH2:23][CH3:24])[C:18]([CH2:17][CH2:16][CH2:15][C:11]3[CH:10]=[C:9]([C:5]4[CH:6]=[CH:7][CH:8]=[C:3]([CH2:2][NH:1][S:43]([C:37]5[CH:42]=[CH:41][CH:40]=[CH:39][CH:38]=5)(=[O:45])=[O:44])[CH:4]=4)[CH:14]=[CH:13][CH:12]=3)=[N:19]2)=[CH:28][CH:29]=1)([CH3:35])([CH3:34])[CH3:36]. The yield is 0.330. (3) The reactants are [CH3:1][C:2]1[O:6][N:5]=[C:4]([C:7]2[CH:12]=[CH:11][CH:10]=[CH:9][CH:8]=2)[C:3]=1[CH2:13][O:14][C:15]1[CH:23]=[CH:22][C:18]([C:19]([OH:21])=O)=[CH:17][N:16]=1.[CH3:24][C:25]1([CH3:31])[CH2:30][O:29][CH2:28][CH2:27][NH:26]1. No catalyst specified. The product is [CH3:24][C:25]1([CH3:31])[CH2:30][O:29][CH2:28][CH2:27][N:26]1[C:19]([C:18]1[CH:17]=[N:16][C:15]([O:14][CH2:13][C:3]2[C:4]([C:7]3[CH:8]=[CH:9][CH:10]=[CH:11][CH:12]=3)=[N:5][O:6][C:2]=2[CH3:1])=[CH:23][CH:22]=1)=[O:21]. The yield is 0.250.